From a dataset of Full USPTO retrosynthesis dataset with 1.9M reactions from patents (1976-2016). Predict the reactants needed to synthesize the given product. (1) Given the product [Br:1][C:2]1[CH:7]=[CH:6][C:5]([C:8]2[CH2:9][CH2:10][CH2:11][N:12]=2)=[CH:4][C:3]=1[F:21], predict the reactants needed to synthesize it. The reactants are: [Br:1][C:2]1[CH:7]=[CH:6][C:5]([C:8](=O)[CH2:9][CH2:10][CH2:11][NH:12]C(=O)OC(C)(C)C)=[CH:4][C:3]=1[F:21]. (2) Given the product [Br:14][C:10]1[CH:9]=[C:8]2[C:13]([C:5]([C:3]([O:19][C:17]([CH3:20])([CH3:18])[CH3:16])=[O:2])=[CH:6][N:7]2[CH3:15])=[CH:12][CH:11]=1, predict the reactants needed to synthesize it. The reactants are: C[O:2][C:3]([C:5]1[C:13]2[C:8](=[CH:9][C:10]([Br:14])=[CH:11][CH:12]=2)[N:7]([CH3:15])[CH:6]=1)=O.[CH3:16][C:17]([CH3:20])([O-:19])[CH3:18].[Na+]. (3) The reactants are: Cl[C:2]1[N:7]2[N:8]=[CH:9][C:10]([C:11]([O:13][CH2:14][CH3:15])=[O:12])=[C:6]2[N:5]=[CH:4][C:3]=1[C:16]([N:18]1[CH2:23][CH2:22][CH:21]([C:24]2[CH:29]=[CH:28][CH:27]=[CH:26][CH:25]=2)[CH2:20][CH2:19]1)=[O:17].[NH2:30][C:31]1[CH:32]=[CH:33][CH:34]=[C:35]2[C:40]=1[N:39]=[CH:38][CH:37]=[CH:36]2. Given the product [CH2:14]([O:13][C:11]([C:10]1[CH:9]=[N:8][N:7]2[C:2]([NH:30][C:31]3[CH:32]=[CH:33][CH:34]=[C:35]4[C:40]=3[N:39]=[CH:38][CH:37]=[CH:36]4)=[C:3]([C:16]([N:18]3[CH2:23][CH2:22][CH:21]([C:24]4[CH:29]=[CH:28][CH:27]=[CH:26][CH:25]=4)[CH2:20][CH2:19]3)=[O:17])[CH:4]=[N:5][C:6]=12)=[O:12])[CH3:15], predict the reactants needed to synthesize it. (4) Given the product [Br:1][C:2]1[C:3]([CH3:17])=[CH:4][C:5]2[O:10][C:9]([CH3:12])([CH3:11])[C:8](=[O:13])[N:7]([CH:14]([CH3:18])[CH3:15])[C:6]=2[CH:16]=1, predict the reactants needed to synthesize it. The reactants are: [Br:1][C:2]1[C:3]([CH3:17])=[CH:4][C:5]2[O:10][C:9]([CH3:12])([CH3:11])[C:8](=[O:13])[N:7]([CH2:14][CH3:15])[C:6]=2[CH:16]=1.[CH2:18](I)CC. (5) Given the product [CH:1]1([C:4]2[O:8][N:7]=[C:6]([C:9]3[CH:14]=[CH:13][CH:12]=[CH:11][CH:10]=3)[C:5]=2[C:15]2[O:16][C:24]([C:23]3[CH:27]=[CH:28][C:20]([F:19])=[CH:21][C:22]=3[O:29][CH3:30])=[N:18][N:17]=2)[CH2:2][CH2:3]1, predict the reactants needed to synthesize it. The reactants are: [CH:1]1([C:4]2[O:8][N:7]=[C:6]([C:9]3[CH:14]=[CH:13][CH:12]=[CH:11][CH:10]=3)[C:5]=2[C:15]([NH:17][NH2:18])=[O:16])[CH2:3][CH2:2]1.[F:19][C:20]1[CH:28]=[CH:27][C:23]([C:24](O)=O)=[C:22]([O:29][CH3:30])[CH:21]=1.